Dataset: Forward reaction prediction with 1.9M reactions from USPTO patents (1976-2016). Task: Predict the product of the given reaction. (1) Given the reactants [F:1][C:2]1[CH:3]=[C:4]([CH2:9][C@H:10]([NH:24][S@@](C(C)(C)C)=O)[C:11]2[N:12]([C:16]3[CH:21]=[CH:20][C:19]([O:22][CH3:23])=[CH:18][CH:17]=3)[CH:13]=[CH:14][N:15]=2)[CH:5]=[C:6]([F:8])[CH:7]=1.Cl, predict the reaction product. The product is: [F:1][C:2]1[CH:3]=[C:4]([CH2:9][C@@H:10]([C:11]2[N:12]([C:16]3[CH:21]=[CH:20][C:19]([O:22][CH3:23])=[CH:18][CH:17]=3)[CH:13]=[CH:14][N:15]=2)[NH2:24])[CH:5]=[C:6]([F:8])[CH:7]=1. (2) The product is: [Br:1][C:2]1[CH:3]=[CH:4][C:5]([C:8]2[N:9]=[N:10][N:11]([CH2:16][CH2:17][OH:18])[N:12]=2)=[N:6][CH:7]=1. Given the reactants [Br:1][C:2]1[CH:3]=[CH:4][C:5]([C:8]2[N:9]=[N:10][NH:11][N:12]=2)=[N:6][CH:7]=1.[OH-].[K+].Br[CH2:16][CH2:17][OH:18], predict the reaction product. (3) Given the reactants [O-:1][C:2]#[N:3].[Na+].[I:5][C:6]1[CH:7]=[C:8]([CH:10]=[CH:11][CH:12]=1)[NH2:9], predict the reaction product. The product is: [I:5][C:6]1[CH:7]=[C:8]([NH:9][C:2]([NH2:3])=[O:1])[CH:10]=[CH:11][CH:12]=1. (4) Given the reactants [CH3:1][O:2][C:3](=[O:19])[CH:4]([NH:8][C:9](=[O:18])[C:10]1[C:15]([Cl:16])=[CH:14][CH:13]=[CH:12][C:11]=1[Cl:17])[CH2:5][C:6]#[CH:7].I[C:21]1[CH:33]=[CH:32][C:24]([O:25][C:26]2[N:31]=[CH:30][CH:29]=[CH:28][N:27]=2)=[CH:23][CH:22]=1, predict the reaction product. The product is: [CH3:1][O:2][C:3](=[O:19])[CH:4]([NH:8][C:9](=[O:18])[C:10]1[C:11]([Cl:17])=[CH:12][CH:13]=[CH:14][C:15]=1[Cl:16])[CH2:5][C:6]#[C:7][C:21]1[CH:33]=[CH:32][C:24]([O:25][C:26]2[N:27]=[CH:28][CH:29]=[CH:30][N:31]=2)=[CH:23][CH:22]=1. (5) Given the reactants [NH2:1][C:2]1[CH:29]=[CH:28][C:5]([C:6]([N:8]2[CH2:13][CH2:12][N:11]([CH2:14][C:15]3[CH:16]=[C:17]([CH:25]=[CH:26][CH:27]=3)[C:18]([NH:20][C:21]([CH3:24])([CH3:23])[CH3:22])=[O:19])[CH2:10][CH2:9]2)=[O:7])=[CH:4][CH:3]=1.Cl[C:31](OC1C=CC([N+]([O-])=O)=CC=1)=[O:32].[O:43]1[CH:47]=[CH:46][C:45]([NH2:48])=[N:44]1, predict the reaction product. The product is: [C:21]([NH:20][C:18](=[O:19])[C:17]1[CH:25]=[CH:26][CH:27]=[C:15]([CH2:14][N:11]2[CH2:12][CH2:13][N:8]([C:6](=[O:7])[C:5]3[CH:28]=[CH:29][C:2]([NH:1][C:31]([NH:48][C:45]4[CH:46]=[CH:47][O:43][N:44]=4)=[O:32])=[CH:3][CH:4]=3)[CH2:9][CH2:10]2)[CH:16]=1)([CH3:24])([CH3:23])[CH3:22]. (6) Given the reactants [C:1]1([C:7]2([C:13]#[N:14])[CH2:12][CH2:11]N[CH2:9][CH2:8]2)[CH:6]=[CH:5][CH:4]=[CH:3][CH:2]=1.[CH:15]1(P(C2CCCCC2)C2C=CC=CC=2C2C=CC=CC=2N(C)C)CCCCC1.CC(C)([O-])C.[Na+].Cl[C:50]1[N:55]=[CH:54][C:53]([NH:56][C:57]([C:59]2[N:60]=[C:61]([C:68]3[CH:73]=[CH:72][CH:71]=[CH:70][CH:69]=3)[O:62][C:63]=2[C:64]([F:67])([F:66])[F:65])=[O:58])=[CH:52][CH:51]=1, predict the reaction product. The product is: [C:13]([C:7]1([C:1]2[CH:6]=[CH:5][CH:4]=[CH:3][CH:2]=2)[CH2:12][CH2:11][CH:15]([C:50]2[N:55]=[CH:54][C:53]([NH:56][C:57]([C:59]3[N:60]=[C:61]([C:68]4[CH:73]=[CH:72][CH:71]=[CH:70][CH:69]=4)[O:62][C:63]=3[C:64]([F:67])([F:66])[F:65])=[O:58])=[CH:52][CH:51]=2)[CH2:9][CH2:8]1)#[N:14]. (7) Given the reactants [C:1]([O:5][C:6]([N:8]1[CH2:13][CH2:12][N:11]([CH2:14][C:15]2[N:20]=[C:19]3[N:21]=[C:22]([C:24]4[CH:29]=[CH:28][CH:27]=[C:26]([N+:30]([O-])=O)[CH:25]=4)[O:23][C:18]3=[CH:17][CH:16]=2)[CH2:10][CH2:9]1)=[O:7])([CH3:4])([CH3:3])[CH3:2].O.O.[SH-].[Na+], predict the reaction product. The product is: [C:1]([O:5][C:6]([N:8]1[CH2:13][CH2:12][N:11]([CH2:14][C:15]2[N:20]=[C:19]3[N:21]=[C:22]([C:24]4[CH:29]=[CH:28][CH:27]=[C:26]([NH2:30])[CH:25]=4)[O:23][C:18]3=[CH:17][CH:16]=2)[CH2:10][CH2:9]1)=[O:7])([CH3:4])([CH3:2])[CH3:3]. (8) Given the reactants [CH2:1]([C:3]1[C:11]2[N:10]3[CH:12]=[CH:13][CH:14]=[C:9]3[CH:8]=[N:7][C:6]=2[N:5](COCC[Si](C)(C)C)[C:4]=1[C:23]1[CH:28]=[CH:27][C:26]([C:29]2([CH3:34])OCC[O:30]2)=[CH:25][CH:24]=1)[CH3:2].Cl.C(O)(C(F)(F)F)=O.[NH4+].[OH-], predict the reaction product. The product is: [CH2:1]([C:3]1[C:11]2[N:10]3[CH:12]=[CH:13][CH:14]=[C:9]3[CH:8]=[N:7][C:6]=2[NH:5][C:4]=1[C:23]1[CH:28]=[CH:27][C:26]([C:29](=[O:30])[CH3:34])=[CH:25][CH:24]=1)[CH3:2]. (9) The product is: [C:1]([NH:4][C:5]1[CH:10]=[C:9]([C:11]2[CH:16]=[CH:15][C:14]([Br:27])=[C:13]([F:21])[CH:12]=2)[N:8]=[C:7]([C:22]([O:24][CH3:25])=[O:23])[C:6]=1[Cl:26])(=[O:3])[CH3:2]. Given the reactants [C:1]([NH:4][C:5]1[CH:10]=[C:9]([C:11]2[CH:16]=[CH:15][C:14]([Si](C)(C)C)=[C:13]([F:21])[CH:12]=2)[N:8]=[C:7]([C:22]([O:24][CH3:25])=[O:23])[C:6]=1[Cl:26])(=[O:3])[CH3:2].[Br:27]Br.[O-]S([O-])=O.[Na+].[Na+], predict the reaction product.